This data is from Forward reaction prediction with 1.9M reactions from USPTO patents (1976-2016). The task is: Predict the product of the given reaction. (1) Given the reactants [Cl:1][C:2]1[CH:7]=[CH:6][C:5]([N:8]2[C:16]([C:17]3[CH:22]=[CH:21][C:20]([Cl:23])=[CH:19][C:18]=3[Cl:24])=[N:15][C:14]3[C:9]2=[N:10][CH:11]=[N:12][C:13]=3[C:25]#[N:26])=[CH:4][CH:3]=1.[H-].C([Al+]CC(C)C)C(C)C, predict the reaction product. The product is: [Cl:1][C:2]1[CH:3]=[CH:4][C:5]([N:8]2[C:16]([C:17]3[CH:22]=[CH:21][C:20]([Cl:23])=[CH:19][C:18]=3[Cl:24])=[N:15][C:14]3[C:9]2=[N:10][CH:11]=[N:12][C:13]=3[CH2:25][NH2:26])=[CH:6][CH:7]=1. (2) Given the reactants C(N1C=CN=C1)(N1C=CN=C1)=O.[CH:13]1([C:18]([C:20]2[CH:21]=[C:22]([C@@H:26]([CH3:30])[C:27](O)=[O:28])[CH:23]=[CH:24][CH:25]=2)=[O:19])[CH2:17][CH2:16][CH2:15][CH2:14]1.[CH3:31][S:32]([NH2:35])(=[O:34])=[O:33].C1CCN2C(=NCCC2)CC1, predict the reaction product. The product is: [CH:13]1([C:18]([C:20]2[CH:21]=[C:22]([C@@H:26]([CH3:30])[C:27]([NH:35][S:32]([CH3:31])(=[O:34])=[O:33])=[O:28])[CH:23]=[CH:24][CH:25]=2)=[O:19])[CH2:17][CH2:16][CH2:15][CH2:14]1.